This data is from Forward reaction prediction with 1.9M reactions from USPTO patents (1976-2016). The task is: Predict the product of the given reaction. (1) The product is: [N:10]1[C:9]2[C:4]3[CH:5]=[CH:6][CH:7]=[CH:8][C:3]=3[S:2][C:14]=2[CH:13]=[CH:12][CH:11]=1. Given the reactants C[S:2][C:3]1[CH:8]=[CH:7][CH:6]=[CH:5][C:4]=1[C:9]1[C:14](N)=[CH:13][CH:12]=[CH:11][N:10]=1.C1COCC1.[H+].[B-](F)(F)(F)F.N([O-])=O.[Na+], predict the reaction product. (2) The product is: [Cl:17][C:15]1[CH:14]=[CH:13][C:12]([OH:18])=[C:11]([C:7]2[N:6]=[C:5]([NH:4][CH2:3][C@H:2]([N:24]([CH3:23])[CH3:26])[CH2:19][CH3:20])[CH:10]=[CH:9][N:8]=2)[CH:16]=1. Given the reactants N[C@H:2]([CH2:19][CH3:20])[CH2:3][NH:4][C:5]1[CH:10]=[CH:9][N:8]=[C:7]([C:11]2[CH:16]=[C:15]([Cl:17])[CH:14]=[CH:13][C:12]=2[OH:18])[N:6]=1.C=O.[C:23]([BH3-])#[N:24].[C:26](O)(=O)C, predict the reaction product. (3) Given the reactants [NH2:1][CH2:2][CH2:3][C@H:4]([OH:17])[CH2:5][N:6]1[C:14](=[O:15])[C:13]2[C:8](=[CH:9][CH:10]=[CH:11][CH:12]=2)[C:7]1=[O:16].[Cl:18][C:19]1[CH:24]=[C:23]([F:25])[CH:22]=[CH:21][C:20]=1[S:26](Cl)(=[O:28])=[O:27].CCN(CC)CC, predict the reaction product. The product is: [Cl:18][C:19]1[CH:24]=[C:23]([F:25])[CH:22]=[CH:21][C:20]=1[S:26]([NH:1][CH2:2][CH2:3][C@H:4]([OH:17])[CH2:5][N:6]1[C:14](=[O:15])[C:13]2[C:8](=[CH:9][CH:10]=[CH:11][CH:12]=2)[C:7]1=[O:16])(=[O:28])=[O:27]. (4) The product is: [F:25][C:15]([F:14])([F:24])[C:16]1[N:17]=[CH:18][C:19](/[CH:20]=[CH:5]/[C:3]([O:2][CH3:1])=[O:4])=[CH:22][CH:23]=1. Given the reactants [CH3:1][O:2][C:3]([CH2:5]P(OC)(OC)=O)=[O:4].[H-].[Na+].[F:14][C:15]([F:25])([F:24])[C:16]1[CH:23]=[CH:22][C:19]([CH:20]=O)=[CH:18][N:17]=1, predict the reaction product. (5) Given the reactants [F:1][C:2]1[CH:11]=[C:10]([F:12])[CH:9]=[C:8]2[C:3]=1[C:4]([NH:20][C:21]1[CH:22]=[C:23](B(O)O)[CH:24]=[N:25][C:26]=1[N:27]1[CH2:32][CH2:31][O:30][CH2:29][CH2:28]1)=[C:5]([CH3:19])[C:6]([C:13]1[CH:18]=[CH:17][CH:16]=[CH:15][N:14]=1)=[N:7]2.Cl[C:37]1[CH:42]=[C:41]([CH3:43])[N:40]=[C:39]([NH2:44])[N:38]=1.C(=O)([O-])[O-].[Na+].[Na+].O1CCOCC1, predict the reaction product. The product is: [NH2:44][C:39]1[N:38]=[C:37]([C:23]2[CH:22]=[C:21]([NH:20][C:4]3[C:3]4[C:8](=[CH:9][C:10]([F:12])=[CH:11][C:2]=4[F:1])[N:7]=[C:6]([C:13]4[CH:18]=[CH:17][CH:16]=[CH:15][N:14]=4)[C:5]=3[CH3:19])[C:26]([N:27]3[CH2:32][CH2:31][O:30][CH2:29][CH2:28]3)=[N:25][CH:24]=2)[CH:42]=[C:41]([CH3:43])[N:40]=1.